Dataset: Retrosynthesis with 50K atom-mapped reactions and 10 reaction types from USPTO. Task: Predict the reactants needed to synthesize the given product. Given the product O=Cc1ccccc1OCCOc1ccc([N+](=O)[O-])cc1, predict the reactants needed to synthesize it. The reactants are: O=Cc1ccccc1O.O=[N+]([O-])c1ccc(OCCBr)cc1.